This data is from Peptide-MHC class I binding affinity with 185,985 pairs from IEDB/IMGT. The task is: Regression. Given a peptide amino acid sequence and an MHC pseudo amino acid sequence, predict their binding affinity value. This is MHC class I binding data. (1) The peptide sequence is IASGQRCHFI. The MHC is HLA-A02:06 with pseudo-sequence HLA-A02:06. The binding affinity (normalized) is 0.488. (2) The peptide sequence is KTITTCYLM. The MHC is Mamu-A02 with pseudo-sequence Mamu-A02. The binding affinity (normalized) is 0.793.